Dataset: Full USPTO retrosynthesis dataset with 1.9M reactions from patents (1976-2016). Task: Predict the reactants needed to synthesize the given product. (1) Given the product [Cl:1][C:2]1[CH:3]=[C:4]([C:17]2[C@@:21]3([CH3:38])[CH2:22][CH2:23][C@H:24]4[C@H:33]([C@@H:20]3[CH2:19][CH:18]=2)[CH2:32][CH:31]=[C:30]2[C@:25]4([CH3:37])[CH2:26][CH2:27][C:28](=[O:36])[N:29]2[CH2:34][CH3:35])[CH:5]=[N:6][CH:7]=1, predict the reactants needed to synthesize it. The reactants are: [Cl:1][C:2]1[CH:3]=[C:4](B(O)O)[CH:5]=[N:6][CH:7]=1.FC(F)(F)S(O[C:17]1[C@@:21]2([CH3:38])[CH2:22][CH2:23][C@H:24]3[C@H:33]([C@@H:20]2[CH2:19][CH:18]=1)[CH2:32][CH:31]=[C:30]1[C@:25]3([CH3:37])[CH2:26][CH2:27][C:28](=[O:36])[N:29]1[CH2:34][CH3:35])(=O)=O. (2) The reactants are: [OH:1][C:2]1[CH:7]=[CH:6][C:5]([C:8]2[CH:16]=[C:15]3[C:11]([C:12]([C:24]([O:26]CC)=[O:25])=[CH:13][N:14]3C(OC(C)(C)C)=O)=[CH:10][CH:9]=2)=[CH:4][CH:3]=1.Cl[CH2:30][C:31]1[C:32]([C:39]2[C:44]([Cl:45])=[CH:43][CH:42]=[CH:41][C:40]=2[Cl:46])=[N:33][O:34][C:35]=1[CH:36]([CH3:38])[CH3:37].C(=O)([O-])[O-].[K+].[K+].[OH-].[Na+]. Given the product [Cl:45][C:44]1[CH:43]=[CH:42][CH:41]=[C:40]([Cl:46])[C:39]=1[C:32]1[C:31]([CH2:30][O:1][C:2]2[CH:7]=[CH:6][C:5]([C:8]3[CH:16]=[C:15]4[C:11]([C:12]([C:24]([OH:26])=[O:25])=[CH:13][NH:14]4)=[CH:10][CH:9]=3)=[CH:4][CH:3]=2)=[C:35]([CH:36]([CH3:38])[CH3:37])[O:34][N:33]=1, predict the reactants needed to synthesize it. (3) Given the product [C:24]([O:23][C@H:22]1[C@H:21]([O:32][CH2:33][C:34]2[CH:39]=[CH:38][C:37]([Br:40])=[CH:36][CH:35]=2)[C@@H:20]([C@H:41]([CH2:50][O:51][C:52](=[O:59])[C:53]2[CH:58]=[CH:57][CH:56]=[CH:55][CH:54]=2)[O:42][CH2:43][C:44]2[CH:45]=[CH:46][CH:47]=[CH:48][CH:49]=2)[O:19][CH:6]([S:7][C:8]2[CH:13]=[C:12]([C:14]([CH3:16])([CH3:17])[CH3:15])[CH:11]=[CH:10][C:9]=2[CH3:18])[C@H:5]1[OH:4])(=[O:31])[C:25]1[CH:26]=[CH:27][CH:28]=[CH:29][CH:30]=1, predict the reactants needed to synthesize it. The reactants are: C([O:4][C@H:5]1[C@@H:22]([O:23][C:24](=[O:31])[C:25]2[CH:30]=[CH:29][CH:28]=[CH:27][CH:26]=2)[C@H:21]([O:32][CH2:33][C:34]2[CH:39]=[CH:38][C:37]([Br:40])=[CH:36][CH:35]=2)[C@@H:20]([C@H:41]([CH2:50][O:51][C:52](=[O:59])[C:53]2[CH:58]=[CH:57][CH:56]=[CH:55][CH:54]=2)[O:42][CH2:43][C:44]2[CH:49]=[CH:48][CH:47]=[CH:46][CH:45]=2)[O:19][CH:6]1[S:7][C:8]1[CH:13]=[C:12]([C:14]([CH3:17])([CH3:16])[CH3:15])[CH:11]=[CH:10][C:9]=1[CH3:18])(=O)C.C(Cl)(=O)C. (4) Given the product [NH2:37][N:9]1[C:10](=[O:16])[C:11]2[CH:15]=[CH:14][S:13][C:12]=2[C:7]([C:1]2[CH:2]=[CH:3][CH:4]=[CH:5][CH:6]=2)=[N:8]1, predict the reactants needed to synthesize it. The reactants are: [C:1]1([C:7]2[C:12]3[S:13][CH:14]=[CH:15][C:11]=3[C:10](=[O:16])[NH:9][N:8]=2)[CH:6]=[CH:5][CH:4]=[CH:3][CH:2]=1.CC([O-])(C)C.[K+].C1(P([NH:37]O)(C2C=CC=CC=2)=O)C=CC=CC=1.CN(C=O)C. (5) Given the product [F:38][C:19]([F:18])([F:37])[C:20]1[CH:21]=[C:22]([C:30]2[O:34][N:33]=[C:32]([CH2:35][N:4]3[C:5]4[C:10](=[C:9]([C:12]([F:15])([F:13])[F:14])[C:8]([C:16]#[N:17])=[CH:7][CH:6]=4)[CH:11]=[C:3]3[CH2:1][CH3:2])[N:31]=2)[CH:23]=[C:24]([C:26]([F:28])([F:27])[F:29])[CH:25]=1, predict the reactants needed to synthesize it. The reactants are: [CH2:1]([C:3]1[NH:4][C:5]2[C:10]([CH:11]=1)=[C:9]([C:12]([F:15])([F:14])[F:13])[C:8]([C:16]#[N:17])=[CH:7][CH:6]=2)[CH3:2].[F:18][C:19]([F:38])([F:37])[C:20]1[CH:21]=[C:22]([C:30]2[O:34][N:33]=[C:32]([CH2:35]Cl)[N:31]=2)[CH:23]=[C:24]([C:26]([F:29])([F:28])[F:27])[CH:25]=1. (6) Given the product [CH2:1]([O:3][C:4]([C:5]1[NH:13][C:12]2=[CH:11][N:10]=[C:9]([Cl:16])[CH:8]=[C:7]2[CH:6]=1)=[O:18])[CH3:2], predict the reactants needed to synthesize it. The reactants are: [CH2:1]([O:3][C:4](=[O:18])[C:5](=O)[CH2:6][C:7]1[C:12]([N+:13]([O-])=O)=[CH:11][N:10]=[C:9]([Cl:16])[CH:8]=1)[CH3:2].[Cl-].[NH4+]. (7) Given the product [Br:1][C:2]1[N:3]=[C:4]([C:7]([NH:15][C@@H:13]([CH3:14])[C:12]([F:17])([F:16])[F:11])=[O:9])[S:5][CH:6]=1, predict the reactants needed to synthesize it. The reactants are: [Br:1][C:2]1[N:3]=[C:4]([C:7]([OH:9])=O)[S:5][CH:6]=1.Cl.[F:11][C:12]([F:17])([F:16])[C@@H:13]([NH2:15])[CH3:14].CCN(CC)CC. (8) Given the product [C:17]([O:16][C:14](=[O:15])[NH:13][C@H:4]([CH2:5][C:6]1[CH:7]=[CH:8][C:9]([Br:12])=[CH:10][CH:11]=1)[CH:3]=[O:2])([CH3:20])([CH3:18])[CH3:19], predict the reactants needed to synthesize it. The reactants are: C[O:2][C:3](=O)[C@H:4]([NH:13][C:14]([O:16][C:17]([CH3:20])([CH3:19])[CH3:18])=[O:15])[CH2:5][C:6]1[CH:11]=[CH:10][C:9]([Br:12])=[CH:8][CH:7]=1.CC(C[AlH]CC(C)C)C.